Dataset: Full USPTO retrosynthesis dataset with 1.9M reactions from patents (1976-2016). Task: Predict the reactants needed to synthesize the given product. (1) Given the product [CH3:1][N:2]1[C:10]2[C:5](=[CH:6][CH:7]=[CH:8][CH:9]=2)[C:4]([CH2:11][CH:12]([CH3:14])[CH3:13])=[C:3]1[C:15]([N:17]([CH:51]1[CH2:52][CH2:53][CH2:54][CH2:55][CH2:56]1)[C@H:18]([C:20]([NH:22][CH:23]([C:32](=[O:50])[CH2:33][O:34][C:35]1[N:39]([C:40]2[CH:41]=[CH:42][CH:43]=[CH:44][CH:45]=2)[N:38]=[C:37]([C:46]([F:49])([F:48])[F:47])[CH:36]=1)[CH2:24][C:25]([OH:27])=[O:26])=[O:21])[CH3:19])=[O:16], predict the reactants needed to synthesize it. The reactants are: [CH3:1][N:2]1[C:10]2[C:5](=[CH:6][CH:7]=[CH:8][CH:9]=2)[C:4]([CH2:11][CH:12]([CH3:14])[CH3:13])=[C:3]1[C:15]([N:17]([CH:51]1[CH2:56][CH2:55][CH2:54][CH2:53][CH2:52]1)[C@H:18]([C:20]([NH:22][CH:23]([C:32](=[O:50])[CH2:33][O:34][C:35]1[N:39]([C:40]2[CH:45]=[CH:44][CH:43]=[CH:42][CH:41]=2)[N:38]=[C:37]([C:46]([F:49])([F:48])[F:47])[CH:36]=1)[CH2:24][C:25]([O:27]C(C)(C)C)=[O:26])=[O:21])[CH3:19])=[O:16].C(O)(C(F)(F)F)=O. (2) The reactants are: CC(OC([NH:8][C@@H:9]([C:13]([OH:15])=O)[C@@H:10]([CH3:12])[OH:11])=O)(C)C.C(N1CCOCC1)C.C1C=CC2N(O)N=NC=2C=1.C(Cl)CCl.Cl.[CH3:39][CH:40]([O:42][C:43]1[CH:50]=[CH:49][C:48]([C:51]2[O:55][N:54]=[C:53]([C:56]3[C:57]([CH3:66])=[C:58]4[C:63](=[CH:64][CH:65]=3)[CH2:62][NH:61][CH2:60][CH2:59]4)[N:52]=2)=[CH:47][C:44]=1[C:45]#[N:46])[CH3:41].FC(F)(F)C(O)=O. Given the product [NH2:8][C@@H:9]([C:13]([N:61]1[CH2:60][CH2:59][C:58]2[C:63](=[CH:64][CH:65]=[C:56]([C:53]3[N:52]=[C:51]([C:48]4[CH:49]=[CH:50][C:43]([O:42][CH:40]([CH3:41])[CH3:39])=[C:44]([CH:47]=4)[C:45]#[N:46])[O:55][N:54]=3)[C:57]=2[CH3:66])[CH2:62]1)=[O:15])[C@@H:10]([CH3:12])[OH:11], predict the reactants needed to synthesize it. (3) The reactants are: [O:1]1[C:5]2[CH:6]=[CH:7][C:8]([S:10]([N:13]([CH2:18][C@@H:19]([OH:43])[C@@H:20]([N:28](CC3C=CC=CC=3)CC3C=CC=CC=3)[CH2:21][C:22]3[CH:27]=[CH:26][CH:25]=[CH:24][CH:23]=3)[CH2:14][CH:15]([CH3:17])[CH3:16])(=[O:12])=[O:11])=[CH:9][C:4]=2[O:3][CH2:2]1.[CH3:44][S:45]([OH:48])(=[O:47])=[O:46].O. Given the product [O:1]1[C:5]2[CH:6]=[CH:7][C:8]([S:10]([N:13]([CH2:18][C@@H:19]([OH:43])[C@@H:20]([NH2:28])[CH2:21][C:22]3[CH:23]=[CH:24][CH:25]=[CH:26][CH:27]=3)[CH2:14][CH:15]([CH3:17])[CH3:16])(=[O:11])=[O:12])=[CH:9][C:4]=2[O:3][CH2:2]1.[CH3:44][S:45]([OH:48])(=[O:47])=[O:46], predict the reactants needed to synthesize it. (4) Given the product [CH2:1]([C:3]([O:5][CH:6]([O:22][C:14](=[O:21])[C:15]1[CH:20]=[CH:19][CH:18]=[CH:17][CH:16]=1)[C:7]([O:9][CH:10]([CH3:12])[CH3:11])=[O:8])=[S:4])[CH3:2], predict the reactants needed to synthesize it. The reactants are: [CH2:1]([C:3]([O:5][CH:6](I)[C:7]([O:9][CH:10]([CH3:12])[CH3:11])=[O:8])=[S:4])[CH3:2].[C:14]([OH:22])(=[O:21])[C:15]1[CH:20]=[CH:19][CH:18]=[CH:17][CH:16]=1.C(N(C(C)C)CC)(C)C.